Task: Predict the reactants needed to synthesize the given product.. Dataset: Full USPTO retrosynthesis dataset with 1.9M reactions from patents (1976-2016) (1) The reactants are: [NH2:1][CH2:2][CH2:3][O:4][CH2:5][CH2:6][OH:7].[C:8](=O)([O:14]C(C)(C)C)[O:9][C:10]([CH3:13])([CH3:12])[CH3:11]. Given the product [C:10]([O:9][C:8]([NH:1][CH2:2][CH2:3][O:4][CH2:5][CH2:6][OH:7])=[O:14])([CH3:13])([CH3:12])[CH3:11], predict the reactants needed to synthesize it. (2) Given the product [Br:13][C:6]1[CH:5]=[C:4]([CH:9]=[C:8]([F:10])[C:7]=1[O:11][CH3:12])[C:3]([OH:14])=[O:2], predict the reactants needed to synthesize it. The reactants are: C[O:2][C:3](=[O:14])[C:4]1[CH:9]=[C:8]([F:10])[C:7]([O:11][CH3:12])=[C:6]([Br:13])[CH:5]=1.[OH-].[Li+]. (3) Given the product [Br:45][C:43]1[CH:42]=[C:36]([CH:35]=[C:34]([NH:33][C:5]([CH:3]2[CH2:4][C:2]2([F:8])[F:1])=[O:6])[CH:44]=1)[C:37]([O:39][CH2:40][CH3:41])=[O:38], predict the reactants needed to synthesize it. The reactants are: [F:1][C:2]1([F:8])[CH2:4][CH:3]1[C:5](O)=[O:6].CN(C(ON1N=NC2C=CC=NC1=2)=[N+](C)C)C.F[P-](F)(F)(F)(F)F.[NH2:33][C:34]1[CH:35]=[C:36]([CH:42]=[C:43]([Br:45])[CH:44]=1)[C:37]([O:39][CH2:40][CH3:41])=[O:38].C(N(C(C)C)CC)(C)C. (4) Given the product [CH3:6][O:7][C:8]([C:10]1[C:15]([S:31][C:28]2[CH:29]=[CH:30][C:25]([F:24])=[CH:26][CH:27]=2)=[N:14][CH:13]=[C:12]([Br:17])[N:11]=1)=[O:9], predict the reactants needed to synthesize it. The reactants are: CN(C)C=O.[CH3:6][O:7][C:8]([C:10]1[C:15](Br)=[N:14][CH:13]=[C:12]([Br:17])[N:11]=1)=[O:9].C(=O)([O-])[O-].[K+].[K+].[F:24][C:25]1[CH:30]=[CH:29][C:28]([SH:31])=[CH:27][CH:26]=1. (5) Given the product [Cl:22][C:6]1[C:5]2[C:10](=[CH:11][CH:12]=[C:3]([O:2][CH3:1])[CH:4]=2)[N:9]=[C:8]([C:13]2[CH:14]=[N:15][CH:16]=[CH:17][CH:18]=2)[N:7]=1, predict the reactants needed to synthesize it. The reactants are: [CH3:1][O:2][C:3]1[CH:4]=[C:5]2[C:10](=[CH:11][CH:12]=1)[N:9]=[C:8]([C:13]1[CH:14]=[N:15][CH:16]=[CH:17][CH:18]=1)[N:7]=[C:6]2O.O=P(Cl)(Cl)[Cl:22]. (6) Given the product [CH2:1]([O:8][C:9]([NH:11][CH:12]([C:16]1[CH:21]=[CH:20][CH:19]=[CH:18][CH:17]=1)[C:13]([O:15][C@@H:24]1[CH:25]2[CH2:28][CH2:29][N:22]([CH2:27][CH2:26]2)[CH2:23]1)=[O:14])=[O:10])[C:2]1[CH:3]=[CH:4][CH:5]=[CH:6][CH:7]=1, predict the reactants needed to synthesize it. The reactants are: [CH2:1]([O:8][C:9]([NH:11][CH:12]([C:16]1[CH:21]=[CH:20][CH:19]=[CH:18][CH:17]=1)[C:13]([OH:15])=[O:14])=[O:10])[C:2]1[CH:7]=[CH:6][CH:5]=[CH:4][CH:3]=1.[N:22]12[CH2:29][CH2:28][CH:25]([CH2:26][CH2:27]1)[C@@H:24](O)[CH2:23]2.C(=NC1CCCCC1)=NC1CCCCC1.N1(O)C2C=CC=CC=2N=N1. (7) Given the product [NH2:9][C:6]1[CH:5]=[CH:4][C:3]([OH:12])=[C:2]([CH3:1])[C:7]=1[CH3:8], predict the reactants needed to synthesize it. The reactants are: [CH3:1][C:2]1[C:7]([CH3:8])=[C:6]([N+:9]([O-])=O)[CH:5]=[CH:4][C:3]=1[OH:12]. (8) Given the product [CH3:1][C:2]1([CH3:18])[CH2:6][O:5][C:4]([C:7]2[O:11][C:10]3[CH:12]=[CH:13][CH:14]=[C:15]([OH:16])[C:9]=3[CH:8]=2)=[N:3]1, predict the reactants needed to synthesize it. The reactants are: [CH3:1][C:2]1([CH3:18])[CH2:6][O:5][C:4]([C:7]2[O:11][C:10]3[CH:12]=[CH:13][CH:14]=[C:15]([O:16]C)[C:9]=3[CH:8]=2)=[N:3]1.B(Br)(Br)Br. (9) Given the product [N:10]1([C:2]2[S:3][C:4]([C:16]([OH:18])=[O:17])=[CH:5][N:6]=2)[CH2:15][CH2:14][NH:13][CH2:12][CH2:11]1, predict the reactants needed to synthesize it. The reactants are: Br[C:2]1(C(O)=O)[NH:6][CH:5]=[CH:4][S:3]1.[NH:10]1[CH2:15][CH2:14][NH:13][CH2:12][CH2:11]1.[C:16]([O-])([O-:18])=[O:17].[K+].[K+].